This data is from Forward reaction prediction with 1.9M reactions from USPTO patents (1976-2016). The task is: Predict the product of the given reaction. (1) Given the reactants [C:1]([C:3]1[CH:8]=[CH:7][C:6]([O:9][CH3:10])=[CH:5][CH:4]=1)#[CH:2].O, predict the reaction product. The product is: [CH2:1]([C:3]1[CH:8]=[CH:7][C:6]([O:9][CH3:10])=[CH:5][CH:4]=1)[CH3:2]. (2) Given the reactants [ClH:1].CO[N:4]=[CH:5][C:6]1[C:10]([C:11]2[CH:16]=[CH:15][N:14]=[CH:13][CH:12]=2)=[C:9]([C:17]2[CH:22]=[CH:21][C:20]([F:23])=[CH:19][CH:18]=2)[NH:8][CH:7]=1.C(OCC)C, predict the reaction product. The product is: [ClH:1].[ClH:1].[NH2:4][CH2:5][C:6]1[C:10]([C:11]2[CH:12]=[CH:13][N:14]=[CH:15][CH:16]=2)=[C:9]([C:17]2[CH:18]=[CH:19][C:20]([F:23])=[CH:21][CH:22]=2)[NH:8][CH:7]=1. (3) Given the reactants [N:1]1[CH:2]=[CH:3][N:4]2[CH:9]=[CH:8][CH:7]=[C:6]([C:10](OCC)=[O:11])[C:5]=12.[K+].[Br-], predict the reaction product. The product is: [OH:11][CH2:10][C:6]1[C:5]2[N:4]([CH:3]=[CH:2][N:1]=2)[CH:9]=[CH:8][CH:7]=1. (4) The product is: [Cl:1][C:2]1[CH:26]=[CH:25][C:5]([CH2:6][C:7]2[C:16]([O:17][C:33]([N:27]3[CH2:32][CH2:31][O:30][CH2:29][CH2:28]3)=[O:34])=[C:15]([C:18]([OH:20])=[O:19])[C:14]3[C:9](=[C:10]4[CH2:24][CH2:23][CH2:22][CH2:21][C:11]4=[CH:12][CH:13]=3)[N:8]=2)=[CH:4][CH:3]=1. Given the reactants [Cl:1][C:2]1[CH:26]=[CH:25][C:5]([CH2:6][C:7]2[C:16]([OH:17])=[C:15]([C:18]([OH:20])=[O:19])[C:14]3[C:9](=[C:10]4[CH2:24][CH2:23][CH2:22][CH2:21][C:11]4=[CH:12][CH:13]=3)[N:8]=2)=[CH:4][CH:3]=1.[N:27]1([C:33](Cl)=[O:34])[CH2:32][CH2:31][O:30][CH2:29][CH2:28]1.C(N(CC)CC)C.Cl, predict the reaction product.